This data is from Reaction yield outcomes from USPTO patents with 853,638 reactions. The task is: Predict the reaction yield, written as a fraction of the theoretical maximum amount of product (1.0 means a 100% yield; for example, 0.34 means a 34% yield). (1) The reactants are [CH3:1][NH:2][CH2:3][CH2:4][CH2:5][C:6]([OH:8])=[O:7].[C:17](O[C:17]([O:19][C:20]([CH3:23])([CH3:22])[CH3:21])=[O:18])([O:19][C:20]([CH3:23])([CH3:22])[CH3:21])=[O:18].[OH-].[K+]. The catalyst is O1CCOCC1. The product is [C:20]([O:19][C:17]([N:2]([CH2:3][CH2:4][CH2:5][C:6]([OH:8])=[O:7])[CH3:1])=[O:18])([CH3:21])([CH3:22])[CH3:23]. The yield is 0.490. (2) The reactants are C(Cl)(=O)C(Cl)=O.[Cl:7][C:8]1[CH:13]=[C:12]([CH2:14][OH:15])[CH:11]=[CH:10][N:9]=1.CS(C)=O.C(N(CC)CC)C.[NH4+].[Cl-]. The catalyst is ClCCl. The product is [Cl:7][C:8]1[CH:13]=[C:12]([CH:14]=[O:15])[CH:11]=[CH:10][N:9]=1. The yield is 0.760. (3) The reactants are CC(S([NH:7][C:8]1([C:18]2[S:19][C:20]([C:23]3[CH:28]=[C:27]([NH:29][C:30]4[N:35]=[C:34]([C:36]([F:39])([F:38])[F:37])[CH:33]=[CH:32][N:31]=4)[CH:26]=[C:25]([CH3:40])[CH:24]=3)=[CH:21][N:22]=2)[CH2:17][CH2:16][C:11]2(OCC[O:12]2)[CH2:10][CH2:9]1)=O)(C)C.C(Cl)(Cl)Cl.[N-:45]=[N+]=[N-].[Na+].CS(O)(=O)=O. The catalyst is O. The product is [NH2:7][C:8]1([C:18]2[S:19][C:20]([C:23]3[CH:28]=[C:27]([NH:29][C:30]4[N:35]=[C:34]([C:36]([F:39])([F:38])[F:37])[CH:33]=[CH:32][N:31]=4)[CH:26]=[C:25]([CH3:40])[CH:24]=3)=[CH:21][N:22]=2)[CH2:17][CH2:16][NH:45][C:11](=[O:12])[CH2:10][CH2:9]1. The yield is 0.660. (4) The reactants are [C:1]([O-:4])(=[O:3])[CH3:2].[Li+].[C:6]1(=O)[CH:11]=[CH:10][C:9](=[O:12])[CH:8]=[CH:7]1.C1CCC=CC=1.[C:20](O)(=[O:22])[CH3:21]. The catalyst is CCCCC.C([O-])(=O)C.[Pd+2].C([O-])(=O)C.[O-2].[O-2].[Mn+4]. The product is [C:1]([O:4][CH:6]1[CH2:7][CH2:8][CH:9]([O:12][C:20](=[O:22])[CH3:21])[CH:10]=[CH:11]1)(=[O:3])[CH3:2]. The yield is 0.330.